Dataset: Reaction yield outcomes from USPTO patents with 853,638 reactions. Task: Predict the reaction yield, written as a fraction of the theoretical maximum amount of product (1.0 means a 100% yield; for example, 0.34 means a 34% yield). The reactants are Cl[C:2]1[N:7]2[N:8]=[C:9]([CH3:11])[CH:10]=[C:6]2[N:5]=[C:4]([NH:12][C:13](=[O:24])[C:14]2[CH:19]=[CH:18][C:17]([C:20]([OH:23])([CH3:22])[CH3:21])=[CH:16][CH:15]=2)[CH:3]=1.[S:25]1[CH:29]=[CH:28][C:27]2[CH:30]=[C:31](B(O)O)[CH:32]=[CH:33][C:26]1=2.O1CCOCC1. The catalyst is CO.C1(P(C2C=CC=CC=2)[C-]2C=CC=C2)C=CC=CC=1.[C-]1(P(C2C=CC=CC=2)C2C=CC=CC=2)C=CC=C1.[Fe+2].Cl[Pd]Cl. The product is [S:25]1[CH:29]=[CH:28][C:27]2[CH:30]=[C:31]([C:2]3[N:7]4[N:8]=[C:9]([CH3:11])[CH:10]=[C:6]4[N:5]=[C:4]([NH:12][C:13](=[O:24])[C:14]4[CH:19]=[CH:18][C:17]([C:20]([OH:23])([CH3:22])[CH3:21])=[CH:16][CH:15]=4)[CH:3]=3)[CH:32]=[CH:33][C:26]1=2. The yield is 0.360.